Dataset: Peptide-MHC class I binding affinity with 185,985 pairs from IEDB/IMGT. Task: Regression. Given a peptide amino acid sequence and an MHC pseudo amino acid sequence, predict their binding affinity value. This is MHC class I binding data. (1) The peptide sequence is FLMRNAIQY. The MHC is HLA-B58:01 with pseudo-sequence HLA-B58:01. The binding affinity (normalized) is 0.0847. (2) The peptide sequence is ELFDKDTFFK. The MHC is HLA-A11:01 with pseudo-sequence HLA-A11:01. The binding affinity (normalized) is 0.566. (3) The peptide sequence is CDKHYWDAIR. The MHC is Mamu-B8301 with pseudo-sequence Mamu-B8301. The binding affinity (normalized) is 0.241. (4) The MHC is HLA-A02:02 with pseudo-sequence HLA-A02:02. The peptide sequence is WASRELERF. The binding affinity (normalized) is 0.